From a dataset of hERG potassium channel inhibition data for cardiac toxicity prediction from Karim et al.. Regression/Classification. Given a drug SMILES string, predict its toxicity properties. Task type varies by dataset: regression for continuous values (e.g., LD50, hERG inhibition percentage) or binary classification for toxic/non-toxic outcomes (e.g., AMES mutagenicity, cardiotoxicity, hepatotoxicity). Dataset: herg_karim. The drug is Cc1cc2c(-c3nnc(SCCCN4CCc5ccc(-c6cc(C)nn6C)cc5CC4)n3C)cccc2cn1. The result is 1 (blocker).